From a dataset of Reaction yield outcomes from USPTO patents with 853,638 reactions. Predict the reaction yield, written as a fraction of the theoretical maximum amount of product (1.0 means a 100% yield; for example, 0.34 means a 34% yield). (1) The reactants are [CH2:1]([O:3][C:4](=[O:18])[CH:5]=[C:6]([NH2:17])[CH2:7][C:8]1[CH:13]=[C:12]([F:14])[C:11]([F:15])=[CH:10][C:9]=1[F:16])[CH3:2].[C:19](O[C:19]([O:21][C:22]([CH3:25])([CH3:24])[CH3:23])=[O:20])([O:21][C:22]([CH3:25])([CH3:24])[CH3:23])=[O:20]. The catalyst is C1CC=CCCC=C1.C1CC=CCCC=C1.[Cl-].[Cl-].[Rh].[Rh].CO. The product is [CH2:1]([O:3][C:4](=[O:18])[CH2:5][C@H:6]([NH:17][C:19]([O:21][C:22]([CH3:25])([CH3:24])[CH3:23])=[O:20])[CH2:7][C:8]1[CH:13]=[C:12]([F:14])[C:11]([F:15])=[CH:10][C:9]=1[F:16])[CH3:2]. The yield is 0.700. (2) The reactants are [N:1]1[CH:6]=[CH:5][CH:4]=[CH:3][C:2]=1[CH2:7][NH2:8].Cl[C:10](=[O:16])[C:11]([O:13][CH2:14][CH3:15])=[O:12]. The catalyst is C1COCC1. The product is [O:16]=[C:10]([NH:8][CH2:7][C:2]1[CH:3]=[CH:4][CH:5]=[CH:6][N:1]=1)[C:11]([O:13][CH2:14][CH3:15])=[O:12]. The yield is 0.970. (3) The reactants are [F:1][C:2]1[CH:3]=[C:4]([CH:8]([O:15][C:16]2[CH:17]=[C:18]3[C:22](=[CH:23][CH:24]=2)[N:21]([C:25]2[CH:30]=[CH:29][C:28]([F:31])=[CH:27][CH:26]=2)[N:20]=[CH:19]3)[C@H:9]([CH2:11][CH:12]([CH3:14])[CH3:13])[NH2:10])[CH:5]=[CH:6][CH:7]=1.C(N(CC)CC)C.[CH3:39][O:40][CH2:41][C:42](Cl)=[O:43]. The catalyst is ClCCl. The product is [F:1][C:2]1[CH:3]=[C:4]([C@H:8]([O:15][C:16]2[CH:17]=[C:18]3[C:22](=[CH:23][CH:24]=2)[N:21]([C:25]2[CH:26]=[CH:27][C:28]([F:31])=[CH:29][CH:30]=2)[N:20]=[CH:19]3)[C@@H:9]([NH:10][C:42](=[O:43])[CH2:41][O:40][CH3:39])[CH2:11][CH:12]([CH3:14])[CH3:13])[CH:5]=[CH:6][CH:7]=1. The yield is 0.680. (4) The reactants are OCC[C:4]1[O:5][C:6]2[CH:12]=[CH:11][C:10]([C:13]3[CH:20]=[CH:19][C:16]([C:17]#[N:18])=[CH:15][CH:14]=3)=[CH:9][C:7]=2[CH:8]=1.[CH2:21](N(CC)CC)[CH3:22].[CH3:28][S:29](Cl)(=[O:31])=[O:30]. The catalyst is ClCCl. The product is [CH3:21][CH2:22][CH2:28][S:29]([C:4]1[O:5][C:6]2[CH:12]=[CH:11][C:10]([C:13]3[CH:14]=[CH:15][C:16]([C:17]#[N:18])=[CH:19][CH:20]=3)=[CH:9][C:7]=2[CH:8]=1)(=[O:31])=[O:30]. The yield is 0.890.